Task: Predict which catalyst facilitates the given reaction.. Dataset: Catalyst prediction with 721,799 reactions and 888 catalyst types from USPTO (1) Reactant: C(NC(C)C)(C)C.[CH3:8][CH:9]([CH3:17])[C:10]([O:12][C:13]([CH3:16])([CH3:15])[CH3:14])=[O:11].[Br:18][CH2:19][CH2:20][CH2:21]Br.[Cl-].[NH4+]. Product: [Br:18][CH2:19][CH2:20][CH2:21][C:9]([CH3:17])([CH3:8])[C:10]([O:12][C:13]([CH3:16])([CH3:15])[CH3:14])=[O:11]. The catalyst class is: 134. (2) Reactant: [F:1][C:2]([F:36])([F:35])[C:3]1[CH:8]=[CH:7][C:6]([C@:9]23[CH2:14][C@H:13]2[CH2:12][N:11]([CH2:15][CH2:16][CH2:17][N:18]2[CH:23]=[C:22]([N:24]4[CH:28]=[CH:27][C:26]([C:29]([F:32])([F:31])[F:30])=[N:25]4)[C:21](=[O:33])[NH:20][C:19]2=[O:34])[CH2:10]3)=[CH:5][CH:4]=1.[ClH:37]. Product: [ClH:37].[ClH:37].[F:36][C:2]([F:1])([F:35])[C:3]1[CH:4]=[CH:5][C:6]([C@:9]23[CH2:14][C@H:13]2[CH2:12][N:11]([CH2:15][CH2:16][CH2:17][N:18]2[CH:23]=[C:22]([N:24]4[CH:28]=[CH:27][C:26]([C:29]([F:32])([F:31])[F:30])=[N:25]4)[C:21](=[O:33])[NH:20][C:19]2=[O:34])[CH2:10]3)=[CH:7][CH:8]=1. The catalyst class is: 27. (3) Reactant: [OH:1][C:2]1[CH:7]=[CH:6][N:5]([C:8]2[CH:9]=[CH:10][C:11]3[N:15]=[C:14]([CH:16]4[CH2:18][CH:17]4[C:19]([OH:22])([CH3:21])[CH3:20])[N:13]([CH3:23])[C:12]=3[CH:24]=2)[C:4](=[O:25])[CH:3]=1.[F:26][C:27]1[CH:32]=[CH:31][C:30]([CH2:33]O)=[CH:29][CH:28]=1.C(P(CCCC)CCCC)CCC.N(C(N1CCCCC1)=O)=NC(N1CCCCC1)=O. Product: [F:26][C:27]1[CH:32]=[CH:31][C:30]([CH2:33][O:1][C:2]2[CH:7]=[CH:6][N:5]([C:8]3[CH:9]=[CH:10][C:11]4[N:15]=[C:14]([CH:16]5[CH2:18][CH:17]5[C:19]([OH:22])([CH3:20])[CH3:21])[N:13]([CH3:23])[C:12]=4[CH:24]=3)[C:4](=[O:25])[CH:3]=2)=[CH:29][CH:28]=1. The catalyst class is: 674.